From a dataset of Full USPTO retrosynthesis dataset with 1.9M reactions from patents (1976-2016). Predict the reactants needed to synthesize the given product. (1) Given the product [CH3:17][S:18]([O:15][CH2:14][CH2:13][O:12][CH2:11][CH2:10][O:9][CH2:8][CH2:7][O:6][CH2:5][CH2:4][O:3][CH2:2][CH2:1][OH:16])(=[O:20])=[O:19], predict the reactants needed to synthesize it. The reactants are: [CH2:1]([OH:16])[CH2:2][O:3][CH2:4][CH2:5][O:6][CH2:7][CH2:8][O:9][CH2:10][CH2:11][O:12][CH2:13][CH2:14][OH:15].[CH3:17][S:18](Cl)(=[O:20])=[O:19]. (2) Given the product [C:17]([O:21][C:22]([NH:9][C@H:8]([C:10]([OH:12])=[O:11])[CH2:7][C:6]1[CH:13]=[CH:14][C:15]([OH:16])=[C:4]([N+:1]([O-:3])=[O:2])[CH:5]=1)=[O:23])([CH3:20])([CH3:19])[CH3:18], predict the reactants needed to synthesize it. The reactants are: [N+:1]([C:4]1[CH:5]=[C:6]([CH:13]=[CH:14][C:15]=1[OH:16])[CH2:7][C@@H:8]([C:10]([OH:12])=[O:11])[NH2:9])([O-:3])=[O:2].[C:17]([O:21][C:22](O[C:22]([O:21][C:17]([CH3:20])([CH3:19])[CH3:18])=[O:23])=[O:23])([CH3:20])([CH3:19])[CH3:18]. (3) Given the product [CH:31]1([CH2:30][O:29][C:22]2[CH:23]=[C:24]([O:27][CH3:28])[CH:25]=[CH:26][C:21]=2[C:20]2[CH:19]=[CH:18][N:17]=[C:16]3[C:12]([C:10]([NH:9][C@H:6]4[CH2:7][CH2:8][C@H:3]([NH:2][C:35](=[O:38])[CH2:36][CH3:37])[CH2:4][CH2:5]4)=[O:11])=[C:13]([CH3:34])[NH:14][C:15]=23)[CH2:32][CH2:33]1, predict the reactants needed to synthesize it. The reactants are: Cl.[NH2:2][C@H:3]1[CH2:8][CH2:7][C@H:6]([NH:9][C:10]([C:12]2[C:16]3=[N:17][CH:18]=[CH:19][C:20]([C:21]4[CH:26]=[CH:25][C:24]([O:27][CH3:28])=[CH:23][C:22]=4[O:29][CH2:30][CH:31]4[CH2:33][CH2:32]4)=[C:15]3[NH:14][C:13]=2[CH3:34])=[O:11])[CH2:5][CH2:4]1.[C:35](Cl)(=[O:38])[CH2:36][CH3:37]. (4) Given the product [CH3:13][C:3]1[C:2]2[NH:1][CH:14]=[N:12][C:11]=2[CH:10]=[CH:9][C:4]=1[C:5]([OH:7])=[O:6], predict the reactants needed to synthesize it. The reactants are: [NH2:1][C:2]1[C:3]([CH3:13])=[C:4]([CH:9]=[CH:10][C:11]=1[NH2:12])[C:5]([O:7]C)=[O:6].[CH:14](O)=O. (5) Given the product [C:19]([O:18][C:17](=[O:23])[NH:16][CH:13]1[CH2:14][CH2:15][N:10]([C:5]2[N:6]([CH3:9])[C:7](=[O:8])[C:2]([C:34]#[C:33][CH:35]3[CH2:39][CH2:38][CH2:37][CH2:36]3)=[C:3]([C:24]3[CH:29]=[CH:28][C:27]([C:30]#[N:31])=[C:26]([F:32])[CH:25]=3)[N:4]=2)[CH2:11][CH2:12]1)([CH3:22])([CH3:21])[CH3:20], predict the reactants needed to synthesize it. The reactants are: Cl[C:2]1[C:7](=[O:8])[N:6]([CH3:9])[C:5]([N:10]2[CH2:15][CH2:14][CH:13]([NH:16][C:17](=[O:23])[O:18][C:19]([CH3:22])([CH3:21])[CH3:20])[CH2:12][CH2:11]2)=[N:4][C:3]=1[C:24]1[CH:29]=[CH:28][C:27]([C:30]#[N:31])=[C:26]([F:32])[CH:25]=1.[C:33]([CH:35]1[CH2:39][CH2:38][CH2:37][CH2:36]1)#[CH:34].CC(C1C=C(C(C)C)C(C2C=CC=CC=2P(C2CCCCC2)C2CCCCC2)=C(C(C)C)C=1)C.C([O-])([O-])=O.[K+].[K+]. (6) Given the product [CH3:5][NH:6][C:7]1[CH:8]=[CH:9][C:10]([C:13]2[S:14][C:15]3[CH:21]=[C:20]([OH:22])[CH:19]=[CH:18][C:16]=3[N:17]=2)=[CH:11][CH:12]=1, predict the reactants needed to synthesize it. The reactants are: B(Br)(Br)Br.[CH3:5][NH:6][C:7]1[CH:12]=[CH:11][C:10]([C:13]2[S:14][C:15]3[CH:21]=[C:20]([O:22]C)[CH:19]=[CH:18][C:16]=3[N:17]=2)=[CH:9][CH:8]=1. (7) Given the product [C:30]([O:29][C:28](=[O:34])[NH:27][CH2:26][C:23]1[N:21]2[N:22]=[C:17]([C:15]3[O:3][N:1]=[C:4]([CH3:5])[CH:16]=3)[CH:18]=[CH:19][C:20]2=[N:25][N:24]=1)([CH3:33])([CH3:32])[CH3:31], predict the reactants needed to synthesize it. The reactants are: [N+:1]([CH2:4][CH3:5])([O-:3])=O.C1(N=C=O)C=CC=CC=1.[C:15]([C:17]1[CH:18]=[CH:19][C:20]2[N:21]([C:23]([CH2:26][NH:27][C:28](=[O:34])[O:29][C:30]([CH3:33])([CH3:32])[CH3:31])=[N:24][N:25]=2)[N:22]=1)#[CH:16].C(N(CC)CC)C. (8) Given the product [CH2:3]([C:5]1[S:22][C:8]2[N:9]=[CH:10][N:11]=[C:12]([NH:13][CH2:14][CH2:15][C:16]3[CH:21]=[CH:20][CH:19]=[CH:18][CH:17]=3)[C:7]=2[CH:6]=1)[CH:2]([CH3:23])[CH3:1], predict the reactants needed to synthesize it. The reactants are: [CH3:1][CH:2]([CH3:23])[CH:3]([C:5]1[S:22][C:8]2[N:9]=[CH:10][N:11]=[C:12]([NH:13][CH2:14][CH2:15][C:16]3[CH:21]=[CH:20][CH:19]=[CH:18][CH:17]=3)[C:7]=2[CH:6]=1)O.[Cl-].[Al+3].[Cl-].[Cl-].[H-].[Al+3].[Li+].[H-].[H-].[H-].C(OCC)(=O)C. (9) Given the product [C:27]([NH:26][C:24](=[O:25])[C:23]1[CH:31]=[C:32]([C:34]([F:36])([F:37])[F:35])[CH:33]=[C:21]([O:20][C:19]2[CH:38]=[CH:39][C:16]([NH:15][C:13]3[C:14]4[N:6]([CH2:5][CH2:4][NH:3][C:46](=[O:47])[CH2:45][S:42]([CH3:41])(=[O:44])=[O:43])[CH:7]=[CH:8][C:9]=4[N:10]=[CH:11][N:12]=3)=[CH:17][C:18]=2[Cl:40])[CH:22]=1)([CH3:30])([CH3:28])[CH3:29], predict the reactants needed to synthesize it. The reactants are: Cl.Cl.[NH2:3][CH2:4][CH2:5][N:6]1[C:14]2[C:13]([NH:15][C:16]3[CH:39]=[CH:38][C:19]([O:20][C:21]4[CH:22]=[C:23]([CH:31]=[C:32]([C:34]([F:37])([F:36])[F:35])[CH:33]=4)[C:24]([NH:26][C:27]([CH3:30])([CH3:29])[CH3:28])=[O:25])=[C:18]([Cl:40])[CH:17]=3)=[N:12][CH:11]=[N:10][C:9]=2[CH:8]=[CH:7]1.[CH3:41][S:42]([CH2:45][C:46](O)=[O:47])(=[O:44])=[O:43].Cl.C(N=C=NCCCN(C)C)C.ON1C2C=CC=CC=2N=N1.